This data is from Full USPTO retrosynthesis dataset with 1.9M reactions from patents (1976-2016). The task is: Predict the reactants needed to synthesize the given product. Given the product [CH:1]1([CH2:7][CH2:8][CH2:9][C@@H:10]([C:15]2[O:19][N:18]=[C:17]([C:20]([NH:22][CH3:23])=[O:21])[N:16]=2)[CH2:11][C:12]([NH:42][OH:41])=[O:13])[CH2:6][CH2:5][CH2:4][CH2:3][CH2:2]1, predict the reactants needed to synthesize it. The reactants are: [CH:1]1([CH2:7][CH2:8][CH2:9][C@@H:10]([C:15]2[O:19][N:18]=[C:17]([C:20]([NH:22][CH3:23])=[O:21])[N:16]=2)[CH2:11][C:12](O)=[O:13])[CH2:6][CH2:5][CH2:4][CH2:3][CH2:2]1.CN1CCOCC1.ClC(OCC(C)C)=O.C[Si](C)(C)[O:41][NH2:42].C(O)(=O)CC(CC(O)=O)(C(O)=O)O.